This data is from Forward reaction prediction with 1.9M reactions from USPTO patents (1976-2016). The task is: Predict the product of the given reaction. (1) Given the reactants [F:1][C:2]1[C:3]([O:13][CH2:14][CH2:15][CH2:16][CH:17]=O)=[N:4][C:5]2[NH:6][C:7](=[O:12])[CH2:8][CH2:9][C:10]=2[CH:11]=1.[CH2:19]1[C:27]2[C:22](=[C:23]([N:28]3[CH2:33][CH2:32][NH:31][CH2:30][CH2:29]3)[CH:24]=[CH:25][CH:26]=2)[CH2:21][CH2:20]1, predict the reaction product. The product is: [F:1][C:2]1[CH:11]=[C:10]2[C:5](=[N:4][C:3]=1[O:13][CH2:14][CH2:15][CH2:16][CH2:17][N:31]1[CH2:30][CH2:29][N:28]([C:23]3[CH:24]=[CH:25][CH:26]=[C:27]4[C:22]=3[CH2:21][CH2:20][CH2:19]4)[CH2:33][CH2:32]1)[NH:6][C:7](=[O:12])[CH2:8][CH2:9]2. (2) Given the reactants C1(=O)CCCC(=O)C1.C1(NN)C=CC=CC=1.C1[C:29]2[NH:28][C:27]3[C:22](=[CH:23][CH:24]=[CH:25][CH:26]=3)[C:21]=2C(=O)CC1, predict the reaction product. The product is: [NH:28]1[C:27]2[C:22](=[CH:23][CH:24]=[CH:25][CH:26]=2)[CH:21]=[CH:29]1.